The task is: Predict the product of the given reaction.. This data is from Forward reaction prediction with 1.9M reactions from USPTO patents (1976-2016). (1) Given the reactants [CH3:1][C:2]([O:5][C:6]([N:8]([CH3:14])[C@H:9]([C:11]([OH:13])=O)[CH3:10])=[O:7])([CH3:4])[CH3:3].ON1C2C=CC=CC=2N=N1.C(N(C(C)C)CC)(C)C.Cl.CN(C)CCCN=C=NCC.[NH2:46][C:47]1[CH:48]=[CH:49][C:50]([O:65][CH3:66])=[C:51]([NH:53][S:54]([C:57]2[CH:62]=[CH:61][C:60]([Br:63])=[CH:59][C:58]=2[Cl:64])(=[O:56])=[O:55])[CH:52]=1, predict the reaction product. The product is: [Br:63][C:60]1[CH:61]=[CH:62][C:57]([S:54]([NH:53][C:51]2[CH:52]=[C:47]([NH:46][C:11](=[O:13])[C@@H:9]([N:8]([CH3:14])[C:6](=[O:7])[O:5][C:2]([CH3:1])([CH3:3])[CH3:4])[CH3:10])[CH:48]=[CH:49][C:50]=2[O:65][CH3:66])(=[O:56])=[O:55])=[C:58]([Cl:64])[CH:59]=1. (2) Given the reactants C[C:2]([CH3:18])(C)[CH2:3][O:4][C:5]1[CH:13]=[CH:12][CH:11]=[C:10]2[C:6]=1[CH:7]=[C:8]([C:14]([OH:16])=[O:15])[NH:9]2.[CH3:19][CH:20](C)[CH2:21]CCO, predict the reaction product. The product is: [CH3:19][CH:20]([CH3:21])[CH2:18][CH2:2][CH2:3][O:4][C:5]1[CH:13]=[CH:12][CH:11]=[C:10]2[C:6]=1[CH:7]=[C:8]([C:14]([OH:16])=[O:15])[NH:9]2. (3) Given the reactants [Br:1][C:2]1[C:3](/[CH:16]=[C:17](\[CH3:21])/[C:18]([OH:20])=[O:19])=[C:4]([O:14]C)[C:5]2[C:10]([C:11]=1[O:12]C)=[CH:9][CH:8]=[CH:7][CH:6]=2.[N+]([O-])(O)=O, predict the reaction product. The product is: [Br:1][C:2]1[C:11](=[O:12])[C:10]2[C:5](=[CH:6][CH:7]=[CH:8][CH:9]=2)[C:4](=[O:14])[C:3]=1/[CH:16]=[C:17](\[CH3:21])/[C:18]([OH:20])=[O:19]. (4) Given the reactants [CH3:1][N:2]([CH2:4][C:5]1([C:11]2[CH:16]=[CH:15][C:14]([OH:17])=[CH:13][CH:12]=2)[CH2:10][CH2:9][O:8][CH2:7][CH2:6]1)[CH3:3].[CH3:18][N:19]1[CH2:23][CH2:22][CH2:21][CH:20]1[CH2:24][CH2:25]O.C1C=CC(P(C2C=CC=CC=2)C2C=CC=CC=2)=CC=1.CC(OC(/N=N/C(OC(C)C)=O)=O)C, predict the reaction product. The product is: [CH3:3][N:2]([CH3:1])[CH2:4][C:5]1([C:11]2[CH:16]=[CH:15][C:14]([O:17][CH2:25][CH2:24][CH:20]3[CH2:21][CH2:22][CH2:23][N:19]3[CH3:18])=[CH:13][CH:12]=2)[CH2:6][CH2:7][O:8][CH2:9][CH2:10]1. (5) Given the reactants [OH:1][C:2]1[CH:6]=[C:5]([C:7]([OH:9])=O)[O:4][N:3]=1.CN(C(ON1N=NC2C=CC=NC1=2)=[N+](C)C)C.F[P-](F)(F)(F)(F)F.CCN(C(C)C)C(C)C.C([O:45][C:46](=[O:68])[C@H:47]([CH2:66][OH:67])[CH2:48][C@H:49]([NH2:65])[C:50]([C:53]1[CH:58]=[CH:57][C:56]([C:59]2[CH:64]=[CH:63][CH:62]=[CH:61][CH:60]=2)=[CH:55][CH:54]=1)([CH3:52])[CH3:51])C.[Li+].[OH-], predict the reaction product. The product is: [C:56]1([C:59]2[CH:60]=[CH:61][CH:62]=[CH:63][CH:64]=2)[CH:55]=[CH:54][C:53]([C:50]([CH3:52])([CH3:51])[C@@H:49]([NH:65][C:7]([C:5]2[O:4][N:3]=[C:2]([OH:1])[CH:6]=2)=[O:9])[CH2:48][C@@H:47]([CH2:66][OH:67])[C:46]([OH:68])=[O:45])=[CH:58][CH:57]=1. (6) Given the reactants C[O:2][C:3](=[O:26])[C@@H:4]([NH:13][C:14]([C:16]1[N:17]=[CH:18][C:19]2[C:24]([CH:25]=1)=[CH:23][CH:22]=[CH:21][CH:20]=2)=[O:15])[CH2:5][C:6]1[CH:11]=[CH:10][C:9](Br)=[CH:8][CH:7]=1.[F:27][C:28]([F:39])([F:38])[C:29]1[CH:34]=[CH:33][C:32](B(O)O)=[CH:31][CH:30]=1, predict the reaction product. The product is: [CH:18]1[C:19]2[C:24](=[CH:23][CH:22]=[CH:21][CH:20]=2)[CH:25]=[C:16]([C:14]([NH:13][C@@H:4]([CH2:5][C:6]2[CH:11]=[CH:10][C:9]([C:32]3[CH:33]=[CH:34][C:29]([C:28]([F:39])([F:38])[F:27])=[CH:30][CH:31]=3)=[CH:8][CH:7]=2)[C:3]([OH:2])=[O:26])=[O:15])[N:17]=1. (7) The product is: [BrH:23].[Br:23][CH2:22][CH2:21][CH2:20][CH2:19][CH2:18][C@H:15]1[CH2:14][CH2:13][C@H:12]([NH:10][CH3:9])[CH2:17][CH2:16]1. Given the reactants C(O[C:9](=O)[N:10]([C@H:12]1[CH2:17][CH2:16][C@H:15]([CH2:18][CH2:19][CH2:20][CH2:21][CH2:22][Br:23])[CH2:14][CH2:13]1)C)C1C=CC=CC=1, predict the reaction product. (8) The product is: [F:1][C:2]1[CH:3]=[C:4]2[C:9](=[C:10]([N:12]3[CH2:13][CH2:14][N:15]([CH3:18])[CH2:16][CH2:17]3)[CH:11]=1)[O:8][CH:7]([C:19]([NH:21][C:22]1[CH:23]=[CH:24][C:25]([N:28]3[CH2:29][CH2:30][N:31]([C:34](=[O:37])[CH2:35][CH3:36])[CH2:32][CH2:33]3)=[CH:26][CH:27]=1)=[O:20])[CH2:6][CH2:5]2. Given the reactants [F:1][C:2]1[CH:3]=[C:4]2[C:9](=[C:10]([N:12]3[CH2:17][CH2:16][N:15]([CH3:18])[CH2:14][CH2:13]3)[CH:11]=1)[O:8][CH:7]([C:19]([NH:21][C:22]1[CH:27]=[CH:26][C:25]([N:28]3[CH2:33][CH2:32][N:31]([C:34](=[O:37])[CH2:35][CH3:36])[CH2:30][CH2:29]3)=[CH:24][CH:23]=1)=[O:20])[CH2:6][CH:5]2O, predict the reaction product. (9) Given the reactants [F:1][CH:2]([F:26])[C:3]1[S:7][C:6]([C:8]([NH:10][C:11]2[N:15]([CH2:16][C@H:17]3[CH2:21][CH2:20][CH2:19][NH:18]3)[C:14]3[CH:22]=[CH:23][CH:24]=[CH:25][C:13]=3[N:12]=2)=[O:9])=[CH:5][CH:4]=1.[Si:27]([O:34][CH2:35][C:36]([CH3:45])([CH3:44])[CH:37]=[C:38]([C:42]#[N:43])[C:39](O)=[O:40])([C:30]([CH3:33])([CH3:32])[CH3:31])([CH3:29])[CH3:28].CN(C(ON1N=NC2C=CC=NC1=2)=[N+](C)C)C.F[P-](F)(F)(F)(F)F.C(N(CC)CC)C, predict the reaction product. The product is: [Si:27]([O:34][CH2:35][C:36]([CH3:45])([CH3:44])[CH:37]=[C:38]([C:42]#[N:43])[C:39]([N:18]1[CH2:19][CH2:20][CH2:21][C@@H:17]1[CH2:16][N:15]1[C:14]2[CH:22]=[CH:23][CH:24]=[CH:25][C:13]=2[N:12]=[C:11]1[NH:10][C:8]([C:6]1[S:7][C:3]([CH:2]([F:1])[F:26])=[CH:4][CH:5]=1)=[O:9])=[O:40])([C:30]([CH3:33])([CH3:32])[CH3:31])([CH3:29])[CH3:28]. (10) Given the reactants CO[CH:3]([O:6][CH3:7])[O:4][CH3:5].C([C:10]1[CH:15]=[CH:14][C:13](/[CH:16]=[CH:17]/[C:18]([OH:20])=[O:19])=[CH:12][CH:11]=1)=O, predict the reaction product. The product is: [CH3:7][O:6][CH:3]([O:4][CH3:5])[C:10]1[CH:15]=[CH:14][C:13](/[CH:16]=[CH:17]/[C:18]([OH:20])=[O:19])=[CH:12][CH:11]=1.